Dataset: NCI-60 drug combinations with 297,098 pairs across 59 cell lines. Task: Regression. Given two drug SMILES strings and cell line genomic features, predict the synergy score measuring deviation from expected non-interaction effect. (1) Drug 1: CN(C)N=NC1=C(NC=N1)C(=O)N. Drug 2: COC1=NC(=NC2=C1N=CN2C3C(C(C(O3)CO)O)O)N. Cell line: COLO 205. Synergy scores: CSS=10.1, Synergy_ZIP=-0.731, Synergy_Bliss=7.67, Synergy_Loewe=0.888, Synergy_HSA=2.14. (2) Drug 2: CN(C)C1=NC(=NC(=N1)N(C)C)N(C)C. Synergy scores: CSS=2.31, Synergy_ZIP=6.92, Synergy_Bliss=-5.09, Synergy_Loewe=-2.80, Synergy_HSA=-2.76. Drug 1: C1CC(=O)NC(=O)C1N2CC3=C(C2=O)C=CC=C3N. Cell line: SF-295. (3) Drug 1: C1=CC(=CC=C1CCC2=CNC3=C2C(=O)NC(=N3)N)C(=O)NC(CCC(=O)O)C(=O)O. Drug 2: CC1C(C(CC(O1)OC2CC(CC3=C2C(=C4C(=C3O)C(=O)C5=C(C4=O)C(=CC=C5)OC)O)(C(=O)CO)O)N)O.Cl. Cell line: SNB-19. Synergy scores: CSS=48.3, Synergy_ZIP=-2.96, Synergy_Bliss=-8.80, Synergy_Loewe=0.987, Synergy_HSA=-1.69. (4) Drug 1: CC1C(C(CC(O1)OC2CC(OC(C2O)C)OC3=CC4=CC5=C(C(=O)C(C(C5)C(C(=O)C(C(C)O)O)OC)OC6CC(C(C(O6)C)O)OC7CC(C(C(O7)C)O)OC8CC(C(C(O8)C)O)(C)O)C(=C4C(=C3C)O)O)O)O. Drug 2: CN(CC1=CN=C2C(=N1)C(=NC(=N2)N)N)C3=CC=C(C=C3)C(=O)NC(CCC(=O)O)C(=O)O. Cell line: CAKI-1. Synergy scores: CSS=27.0, Synergy_ZIP=-5.86, Synergy_Bliss=-8.90, Synergy_Loewe=-9.88, Synergy_HSA=-5.88.